From a dataset of Human liver microsome stability data. Regression/Classification. Given a drug SMILES string, predict its absorption, distribution, metabolism, or excretion properties. Task type varies by dataset: regression for continuous measurements (e.g., permeability, clearance, half-life) or binary classification for categorical outcomes (e.g., BBB penetration, CYP inhibition). Dataset: hlm. (1) The compound is N=C(Nc1ccc(Cl)c(Cl)c1)Nc1nccn1Cc1ccccc1. The result is 0 (unstable in human liver microsomes). (2) The drug is N#CN1CC(OCc2ccc(-c3ccc(C(F)(F)F)cc3)cc2)C1. The result is 1 (stable in human liver microsomes). (3) The drug is CC1C(=O)N(C)c2ccc(C(=O)N(C)C3CCCCC3)cc2N1C1CC1. The result is 1 (stable in human liver microsomes). (4) The drug is O=C(Nc1cc2ccnc(O)c2cc1Cl)C1CNCC1c1ccccc1. The result is 0 (unstable in human liver microsomes). (5) The molecule is NCc1ccc(-c2cnccc2-c2cncnc2)s1. The result is 0 (unstable in human liver microsomes). (6) The drug is CC(C)c1nc2ccccn2c1C(=O)NCc1ccc(-c2ccccc2)cc1. The result is 0 (unstable in human liver microsomes).